Predict which catalyst facilitates the given reaction. From a dataset of Catalyst prediction with 721,799 reactions and 888 catalyst types from USPTO. Reactant: C(OC([NH:8][C@:9]1([C:18]([OH:20])=[O:19])[CH2:11][C@H:10]1[C:12]1[CH:17]=[CH:16][CH:15]=[CH:14][CH:13]=1)=O)(C)(C)C.Cl.O1CCOCC1. Product: [NH2:8][C@@:9]1([C:18]([OH:20])=[O:19])[CH2:11][C@@H:10]1[C:12]1[CH:17]=[CH:16][CH:15]=[CH:14][CH:13]=1. The catalyst class is: 27.